Dataset: Forward reaction prediction with 1.9M reactions from USPTO patents (1976-2016). Task: Predict the product of the given reaction. (1) Given the reactants Br[C:2]1[C:3]([C:14]2[S:15][CH:16]=[C:17]([CH:19]3[CH2:21][CH2:20]3)[N:18]=2)=[CH:4][C:5]([NH:8][C:9]([NH:11][CH2:12][CH3:13])=[O:10])=[N:6][CH:7]=1.CC1(C)C(C)(C)[O:26][B:25](B2OC(C)(C)C(C)(C)O2)[O:24]1.C(N(CC)CC)C.C([O-])(=O)C.[K+], predict the reaction product. The product is: [CH:19]1([C:17]2[N:18]=[C:14]([C:3]3[CH:4]=[C:5]([NH:8][C:9]([NH:11][CH2:12][CH3:13])=[O:10])[N:6]=[CH:7][C:2]=3[B:25]([OH:26])[OH:24])[S:15][CH:16]=2)[CH2:21][CH2:20]1. (2) The product is: [Cl:36][C:37]1[C:46]([O:22][CH2:23][C:24]([F:28])([F:29])[CH:25]([F:26])[F:27])=[C:45]([S:48]([CH2:51][CH3:52])(=[O:50])=[O:49])[CH:44]=[CH:43][C:38]=1[C:39]([O:41][CH3:42])=[O:40]. Given the reactants CC(C)([O-])C.[K+].FC(F)(S([O:22][CH2:23][C:24]([F:29])([F:28])[CH:25]([F:27])[F:26])(=O)=O)C(F)(F)C(F)(F)C(F)(F)F.CN(C=O)C.[Cl:36][C:37]1[C:46](O)=[C:45]([S:48]([CH2:51][CH3:52])(=[O:50])=[O:49])[CH:44]=[CH:43][C:38]=1[C:39]([O:41][CH3:42])=[O:40], predict the reaction product. (3) Given the reactants [NH2:1][C:2]1[N:6]([CH:7]2[CH2:12][CH2:11][CH2:10][NH:9][CH2:8]2)[N:5]=[C:4]([C:13]2[CH:18]=[CH:17][C:16]([O:19][C:20]3[CH:25]=[CH:24][C:23]([Cl:26])=[CH:22][N:21]=3)=[CH:15][CH:14]=2)[C:3]=1[C:27]([NH2:29])=[O:28].C(=O)([O-])[O-].[Cs+].[Cs+].[N:36]#[C:37]Br.O, predict the reaction product. The product is: [NH2:1][C:2]1[N:6]([CH:7]2[CH2:12][CH2:11][CH2:10][N:9]([C:37]#[N:36])[CH2:8]2)[N:5]=[C:4]([C:13]2[CH:18]=[CH:17][C:16]([O:19][C:20]3[CH:25]=[CH:24][C:23]([Cl:26])=[CH:22][N:21]=3)=[CH:15][CH:14]=2)[C:3]=1[C:27]([NH2:29])=[O:28]. (4) The product is: [Cl:1][C:2]1[CH:7]=[C:6]([Cl:8])[CH:5]=[CH:4][C:3]=1[C:9]1[C:10]2[N:11]([C:15]([N:20]([CH2:24][CH2:25][CH3:26])[CH2:21][CH2:22][CH3:23])=[C:16]([CH2:18][CH3:19])[N:17]=2)[CH:12]=[CH:13][N:14]=1. Given the reactants [Cl:1][C:2]1[CH:7]=[C:6]([Cl:8])[CH:5]=[CH:4][C:3]=1[C:9]1[C:10]2[N:11]([C:15]([NH:20][CH2:21][CH2:22][CH3:23])=[C:16]([CH2:18][CH3:19])[N:17]=2)[CH:12]=[CH:13][N:14]=1.[CH:24](=O)[CH2:25][CH3:26].S(=O)(=O)(O)O.[BH4-].[Na+].[OH-].[Na+], predict the reaction product. (5) Given the reactants CI.[CH:3]([C:5]1[CH:13]=C(C(O)=O)[C:8]([OH:14])=[CH:7][CH:6]=1)=[O:4].[C:15](=O)([O-])[O-].[Cs+].[Cs+].[C:21]([O:24][CH2:25]C)(=[O:23])[CH3:22], predict the reaction product. The product is: [CH3:15][O:14][C:8]1[CH:7]=[CH:6][C:5]([CH:3]=[O:4])=[CH:13][C:22]=1[C:21]([O:24][CH3:25])=[O:23]. (6) Given the reactants O[N:2]1[C:6]2[CH:7]=[CH:8][CH:9]=CC=2N=N1.C([N:13]([CH2:16][CH3:17])[CH2:14][CH3:15])C.[ClH:18].C(N=C=[N:23][CH2:24][CH2:25][CH2:26]N(C)C)C.[C:30]([O:34][C:35]([NH:37][C@H:38]([CH2:43][C:44]1[CH:49]=[CH:48][CH:47]=[CH:46][C:45]=1[F:50])[CH2:39][C:40]([OH:42])=O)=[O:36])([CH3:33])([CH3:32])[CH3:31].N1CCCC1, predict the reaction product. The product is: [C:30]([O:34][C:35](=[O:36])[NH:37][C@H:38]([CH2:43][C:44]1[CH:49]=[CH:48][CH:47]=[CH:46][C:45]=1[F:50])[CH2:39][C:40]([N:23]1[CH2:24][CH2:25][CH2:26][C@H:15]1[C:14]1[NH:13][C:16]2[CH:17]=[CH:9][C:8]([Cl:18])=[CH:7][C:6]=2[N:2]=1)=[O:42])([CH3:31])([CH3:32])[CH3:33].